From a dataset of Full USPTO retrosynthesis dataset with 1.9M reactions from patents (1976-2016). Predict the reactants needed to synthesize the given product. (1) Given the product [CH3:25][O:26][C:27]([C:29]1([CH2:23][CH2:22][C@@H:20]2[CH2:19][S:18][C:17]([C:6]3[NH:7][C:8]4[C:4]([CH:5]=3)=[CH:3][C:2]([Cl:1])=[CH:10][C:9]=4[NH:11][CH:12]3[CH2:16][CH2:15][CH2:14][CH2:13]3)=[N:21]2)[CH2:33][CH2:32][CH2:31][NH:30]1)=[O:28], predict the reactants needed to synthesize it. The reactants are: [Cl:1][C:2]1[CH:3]=[C:4]2[C:8](=[C:9]([NH:11][CH:12]3[CH2:16][CH2:15][CH2:14][CH2:13]3)[CH:10]=1)[NH:7][C:6]([C:17]1[S:18][CH2:19][C@@H:20]([CH2:22][CH2:23]O)[N:21]=1)=[CH:5]2.[CH3:25][O:26][C:27]([C@@H:29]1[CH2:33][CH2:32][CH2:31][NH:30]1)=[O:28]. (2) Given the product [CH3:2][C:3]1[C:4](=[O:5])[C:6]2[C:11]([C:12](=[O:13])[C:23]=1[CH2:22][NH:21][C:19]([O:18][C:14]([CH3:15])([CH3:16])[CH3:17])=[O:20])=[CH:10][CH:9]=[CH:8][CH:7]=2, predict the reactants needed to synthesize it. The reactants are: C[C:2]1[C:12](=[O:13])[C:11]2[CH:10]=[CH:9][CH:8]=[CH:7][C:6]=2[C:4](=[O:5])[CH:3]=1.[C:14]([O:18][C:19]([NH:21][CH2:22][C:23](O)=O)=[O:20])([CH3:17])([CH3:16])[CH3:15].O.[NH4+].[NH4+].[O-]S(OOS([O-])(=O)=O)(=O)=O. (3) Given the product [CH2:1]([N:8]1[CH2:12][C@H:11]2[C:14]3[CH:15]=[CH:16][C:17]([O:22][CH2:23][C:24]4[CH:29]=[CH:28][CH:27]=[CH:26][CH:25]=4)=[CH:18][C:19]=3[CH2:20][O:21][C@H:10]2[CH2:9]1)[C:2]1[CH:3]=[CH:4][CH:5]=[CH:6][CH:7]=1, predict the reactants needed to synthesize it. The reactants are: [CH2:1]([N:8]1[C:12](=O)[C@H:11]2[C:14]3[CH:15]=[CH:16][C:17]([O:22][CH2:23][C:24]4[CH:29]=[CH:28][CH:27]=[CH:26][CH:25]=4)=[CH:18][C:19]=3[CH2:20][O:21][C@H:10]2[CH2:9]1)[C:2]1[CH:7]=[CH:6][CH:5]=[CH:4][CH:3]=1.Cl.C([O-])(O)=O.[Na+].C(OCC)(=O)C. (4) Given the product [CH3:19][S:20]([O:15][CH2:14][C@H:11]1[CH2:12][CH2:13][C@H:8]([NH:7][C:6]([O:5][C:1]([CH3:4])([CH3:3])[CH3:2])=[O:18])[CH2:9][C@H:10]1[O:16][CH3:17])(=[O:22])=[O:21], predict the reactants needed to synthesize it. The reactants are: [C:1]([O:5][C:6](=[O:18])[NH:7][C@H:8]1[CH2:13][CH2:12][C@H:11]([CH2:14][OH:15])[C@H:10]([O:16][CH3:17])[CH2:9]1)([CH3:4])([CH3:3])[CH3:2].[CH3:19][S:20](Cl)(=[O:22])=[O:21]. (5) The reactants are: Cl.[NH2:2][C@@H:3]1[C:9](=[O:10])[NH:8][C:7]2[CH:11]=[CH:12][CH:13]=[CH:14][C:6]=2[NH:5][CH2:4]1.C1C=CC2N(O)N=NC=2C=1.[N:25]([C:32]([O:34][C:35]([CH3:38])([CH3:37])[CH3:36])=[O:33])([CH3:31])[C@H:26]([C:28](O)=[O:29])[CH3:27].CCN(C(C)C)C(C)C.C1CN(C(ON2N=NC3C2=CC=CC=3)=[N+]2CCCC2)CC1.F[P-](F)(F)(F)(F)F. Given the product [C:35]([O:34][C:32](=[O:33])[N:25]([CH3:31])[C@H:26]([C:28](=[O:29])[NH:2][C@@H:3]1[C:9](=[O:10])[NH:8][C:7]2[CH:11]=[CH:12][CH:13]=[CH:14][C:6]=2[NH:5][CH2:4]1)[CH3:27])([CH3:36])([CH3:38])[CH3:37], predict the reactants needed to synthesize it. (6) Given the product [CH3:1][N:2]1[C:6]2=[N:7][CH:8]=[CH:9][CH:10]=[C:5]2[C:4]([CH:11]=[CH:12][C:13]([OH:15])=[O:14])=[C:3]1[C:18]1[CH:23]=[CH:22][CH:21]=[CH:20][CH:19]=1, predict the reactants needed to synthesize it. The reactants are: [CH3:1][N:2]1[C:6]2=[N:7][CH:8]=[CH:9][CH:10]=[C:5]2[C:4]([CH:11]=[CH:12][C:13]([O:15]CC)=[O:14])=[C:3]1[C:18]1[CH:23]=[CH:22][CH:21]=[CH:20][CH:19]=1.[OH-].[Na+]. (7) Given the product [Cl:1][C:2]1[CH:10]=[C:9]2[C:5]([C:6](=[CH:22][C:21]3[NH:20][CH:19]=[C:18]4[C:17]=3[CH2:16][CH2:15][NH:14][C:13]4=[O:12])[C:7](=[O:11])[NH:8]2)=[CH:4][CH:3]=1, predict the reactants needed to synthesize it. The reactants are: [Cl:1][C:2]1[CH:10]=[C:9]2[C:5]([CH2:6][C:7](=[O:11])[NH:8]2)=[CH:4][CH:3]=1.[O:12]=[C:13]1[C:18]2=[CH:19][NH:20][C:21]([CH:22]=O)=[C:17]2[CH2:16][CH2:15][NH:14]1.N1CCCCC1.